Dataset: Full USPTO retrosynthesis dataset with 1.9M reactions from patents (1976-2016). Task: Predict the reactants needed to synthesize the given product. (1) The reactants are: O[CH2:2][CH:3]1[CH2:8][CH2:7][CH2:6][N:5](C(=O)CCC)[CH2:4]1.[C:14]1(P([C:15]2[CH:14]=CC=[CH:17][CH:16]=2)[C:15]2[CH:14]=CC=[CH:17][CH:16]=2)C=C[CH:17]=[CH:16][CH:15]=1.C([O:37]C(N=NC(OC(C)(C)C)=O)=O)(C)(C)C.[F:49][C:50]1[CH:67]=[CH:66][C:53]2[N:54]([CH2:58][C:59]([O:61][C:62]([CH3:65])([CH3:64])[CH3:63])=[O:60])[C:55]([SH:57])=[N:56][C:52]=2[CH:51]=1. Given the product [C:62]([O:61][C:59](=[O:60])[CH2:58][N:54]1[C:53]2[CH:66]=[CH:67][C:50]([F:49])=[CH:51][C:52]=2[N:56]=[C:55]1[SH:57]([CH2:2][CH:3]1[CH2:8][CH2:7][CH2:6][NH:5][CH2:4]1)[C:17](=[O:37])[CH2:16][CH2:15][CH3:14])([CH3:64])([CH3:63])[CH3:65], predict the reactants needed to synthesize it. (2) Given the product [N:65]([CH2:56][CH2:57][CH2:58][CH2:59][N:24]1[C@H:23]([CH2:28][OH:29])[C@:22]([C@H:19]([O:18][Si:1]([C:14]([CH3:16])([CH3:17])[CH3:15])([C:2]2[CH:7]=[CH:6][CH:5]=[CH:4][CH:3]=2)[C:8]2[CH:9]=[CH:10][CH:11]=[CH:12][CH:13]=2)[CH2:20][CH3:21])([CH3:30])[O:26][C:25]1=[O:27])=[N+:66]=[N-:67], predict the reactants needed to synthesize it. The reactants are: [Si:1]([O:18][C@@H:19]([C@@:22]1([CH3:30])[O:26][C:25](=[O:27])[NH:24][C@@H:23]1[CH2:28][OH:29])[CH2:20][CH3:21])([C:14]([CH3:17])([CH3:16])[CH3:15])([C:8]1[CH:13]=[CH:12][CH:11]=[CH:10][CH:9]=1)[C:2]1[CH:7]=[CH:6][CH:5]=[CH:4][CH:3]=1.C[Si](N[Si](C)(C)C)(C)C.C[Si]([N-][Si](C)(C)C)(C)C.[Na+].FC(F)(F)S(O[CH2:56][CH2:57][CH2:58][CH2:59]Br)(=O)=O.[Cl-].[NH4+].[N-:65]=[N+:66]=[N-:67].[Na+]. (3) Given the product [Cl:1][C:2]1[CH:3]=[CH:4][C:5]([S:8]([N:11]([CH3:19])[C@@H:12]([CH2:17][OH:18])[C:13]([O:15][CH3:16])=[O:14])(=[O:9])=[O:10])=[CH:6][CH:7]=1, predict the reactants needed to synthesize it. The reactants are: [Cl:1][C:2]1[CH:7]=[CH:6][C:5]([S:8]([NH:11][C@@H:12]([CH2:17][OH:18])[C:13]([O:15][CH3:16])=[O:14])(=[O:10])=[O:9])=[CH:4][CH:3]=1.[C:19]([O-])([O-])=O.[K+].[K+].IC. (4) Given the product [Cl:60][C:48]1[CH:47]=[C:46]([NH:45][C:43]2[C:44]3[N:36]([CH2:35][CH2:34][O:33][CH2:32][CH2:31][OH:30])[CH:37]=[CH:38][C:39]=3[N:40]=[CH:41][N:42]=2)[CH:51]=[CH:50][C:49]=1[O:52][C:53]1[CH:54]=[C:55]([NH:59][C:1]([NH:19][CH:16]2[CH2:17][CH2:18][O:13][CH2:14][CH2:15]2)=[O:2])[CH:56]=[CH:57][CH:58]=1, predict the reactants needed to synthesize it. The reactants are: [C:1](N1C=CN=C1)(N1C=CN=C1)=[O:2].[O:13]1[CH2:18][CH2:17][CH:16]([NH2:19])[CH2:15][CH2:14]1.Cl.Cl.C([O:30][CH2:31][CH2:32][O:33][CH2:34][CH2:35][N:36]1[C:44]2[C:43]([NH:45][C:46]3[CH:51]=[CH:50][C:49]([O:52][C:53]4[CH:58]=[CH:57][CH:56]=[C:55]([NH2:59])[CH:54]=4)=[C:48]([Cl:60])[CH:47]=3)=[N:42][CH:41]=[N:40][C:39]=2[CH:38]=[CH:37]1)(=O)C1C=CC=CC=1.C(N(CC)CC)C. (5) Given the product [Br:16][C:17]1[CH:27]=[CH:26][C:20]2[N:21]([C:9]([O:11][C:12]([CH3:13])([CH3:14])[CH3:15])=[O:10])[C:22](=[O:25])[CH2:23][O:24][C:19]=2[CH:18]=1, predict the reactants needed to synthesize it. The reactants are: [C:9](O[C:9]([O:11][C:12]([CH3:15])([CH3:14])[CH3:13])=[O:10])([O:11][C:12]([CH3:15])([CH3:14])[CH3:13])=[O:10].[Br:16][C:17]1[CH:27]=[CH:26][C:20]2[NH:21][C:22](=[O:25])[CH2:23][O:24][C:19]=2[CH:18]=1.CCOC(C)=O. (6) Given the product [F:30][C:13]1[C:12]([C:4]2[CH:5]=[CH:6][N:1]=[CH:2][CH:3]=2)=[CH:11][CH:16]=[CH:15][C:14]=1[C:17]([N:19]1[CH2:23][CH2:22][CH2:21][C@H:20]1[CH2:24][N:25]1[CH2:29][CH2:28][CH2:27][CH2:26]1)=[O:18], predict the reactants needed to synthesize it. The reactants are: [N:1]1[CH:6]=[CH:5][CH:4]=[C:3](B(O)O)[CH:2]=1.Br[C:11]1[CH:16]=[CH:15][C:14]([C:17]([N:19]2[CH2:23][CH2:22][CH2:21][C@H:20]2[CH2:24][N:25]2[CH2:29][CH2:28][CH2:27][CH2:26]2)=[O:18])=[C:13]([F:30])[CH:12]=1. (7) Given the product [CH3:9][O:8][C:5]1[CH:6]=[CH:7][C:2]([CH2:26][C:25]2[C:21](=[O:20])[NH:22][N:23]([C:29]3[CH:30]=[CH:31][CH:32]=[CH:33][CH:34]=3)[C:24]=2[CH3:28])=[CH:3][CH:4]=1, predict the reactants needed to synthesize it. The reactants are: Br[C:2]1[CH:7]=[CH:6][C:5]([O:8][CH3:9])=[CH:4][CH:3]=1.[Mg].II.C([O:20][C:21]1[C:25]([CH:26]=O)=[C:24]([CH3:28])[N:23]([C:29]2[CH:34]=[CH:33][CH:32]=[CH:31][CH:30]=2)[N:22]=1)C1C=CC=CC=1.[Cl-].[NH4+]. (8) The reactants are: [CH2:1]([C:5]1[CH:14]=[N:13][C:12]2[C:7](=[CH:8][CH:9]=[CH:10][CH:11]=2)[N:6]=1)[CH:2]([CH3:4])[CH3:3]. Given the product [CH2:1]([C@H:5]1[CH2:14][NH:13][C:12]2[C:7](=[CH:8][CH:9]=[CH:10][CH:11]=2)[NH:6]1)[CH:2]([CH3:4])[CH3:3], predict the reactants needed to synthesize it.